This data is from Reaction yield outcomes from USPTO patents with 853,638 reactions. The task is: Predict the reaction yield, written as a fraction of the theoretical maximum amount of product (1.0 means a 100% yield; for example, 0.34 means a 34% yield). (1) The reactants are [Br:1][C:2]1[C:7]([O:8][CH3:9])=[CH:6][C:5]([C:10]2[O:11][CH:12]=[CH:13][CH:14]=2)=[CH:4][C:3]=1[O:15][CH3:16].C([N-]C(C)C)(C)C.[Li+].[N:25]1[N:26]([C:30]2[CH:35]=[CH:34][C:33]([CH:36]([O:43][CH3:44])[C:37](N(OC)C)=[O:38])=[CH:32][CH:31]=2)[N:27]=[CH:28][CH:29]=1. The catalyst is C1COCC1. The product is [N:25]1[N:26]([C:30]2[CH:31]=[CH:32][C:33]([CH:36]([O:43][CH3:44])[C:37]([C:12]3[O:11][C:10]([C:5]4[CH:6]=[C:7]([O:8][CH3:9])[C:2]([Br:1])=[C:3]([O:15][CH3:16])[CH:4]=4)=[CH:14][CH:13]=3)=[O:38])=[CH:34][CH:35]=2)[N:27]=[CH:28][CH:29]=1. The yield is 0.100. (2) The reactants are [C:1]1([CH2:7][CH2:8][CH2:9][NH2:10])[CH:6]=[CH:5][CH:4]=[CH:3][CH:2]=1.[Li]CCCC.C([O:18][C:19](=O)[C:20]1[CH:25]=[C:24]([C:26]2[CH:31]=[CH:30][CH:29]=[C:28]([Cl:32])[CH:27]=2)[C:23]([O:33][CH2:34][CH2:35][OH:36])=[C:22]([C:37]2[CH:42]=[CH:41][CH:40]=[C:39]([Cl:43])[CH:38]=2)[CH:21]=1)C. The catalyst is C1COCC1. The product is [C:1]1([CH2:7][CH2:8][CH2:9][NH:10][C:19](=[O:18])[C:20]2[CH:21]=[C:22]([C:37]3[CH:42]=[CH:41][CH:40]=[C:39]([Cl:43])[CH:38]=3)[C:23]([O:33][CH2:34][CH2:35][OH:36])=[C:24]([C:26]3[CH:31]=[CH:30][CH:29]=[C:28]([Cl:32])[CH:27]=3)[CH:25]=2)[CH:6]=[CH:5][CH:4]=[CH:3][CH:2]=1. The yield is 0.820.